Dataset: Full USPTO retrosynthesis dataset with 1.9M reactions from patents (1976-2016). Task: Predict the reactants needed to synthesize the given product. (1) Given the product [C:27]1([C:30]2[CH:31]=[CH:32][CH:33]=[CH:34][CH:35]=2)[CH:28]=[CH:29][C:24]([CH:19]2[CH:20]=[C:21]3[C:16](=[CH:15][C:4]4[CH:5]=[C:6]5[C:14]([C:2]([CH3:22])([CH3:1])[C:3]=43)=[C:13]3[C:8]([CH:9]=[CH:10][CH:11]=[CH:12]3)=[N:7]5)[CH:17]=[CH:18]2)=[CH:25][CH:26]=1, predict the reactants needed to synthesize it. The reactants are: [CH3:1][C:2]1([CH3:22])[C:14]2[C:6]([N:7]=[C:8]3[C:13]=2[CH:12]=[CH:11][CH:10]=[CH:9]3)=[CH:5][C:4]2[CH:15]=[C:16]3[C:21]([C:3]1=2)=[CH:20][CH2:19][CH:18]=[CH:17]3.Br[C:24]1[CH:29]=[CH:28][C:27]([C:30]2[CH:35]=[CH:34][CH:33]=[CH:32][CH:31]=2)=[CH:26][CH:25]=1.S(=O)(O)[O-].[Na+].C(C1C=C(C(C)(C)C)C=C(C(O)=O)C=1O)(C)(C)C.C(=O)([O-])[O-].[K+].[K+].C(C1C=CC=CC=1)CCCCCCCCCCC. (2) Given the product [CH3:11][C:12]1[CH:17]=[CH:16][N:15]=[CH:14][C:13]=1[NH:18][C:20]1[CH:25]=[CH:24][CH:23]=[CH:22][C:21]=1[N+:26]([O-:28])=[O:27], predict the reactants needed to synthesize it. The reactants are: [Li+].C[Si]([N-][Si](C)(C)C)(C)C.[CH3:11][C:12]1[CH:17]=[CH:16][N:15]=[CH:14][C:13]=1[NH2:18].F[C:20]1[CH:25]=[CH:24][CH:23]=[CH:22][C:21]=1[N+:26]([O-:28])=[O:27]. (3) Given the product [NH2:21][C:22]1[S:23][C:24]2[CH:33]=[CH:32][CH:31]=[CH:30][C:25]=2[C:26]=1[C:27]([N:16]1[CH2:17][CH2:18][CH:13]([N:9]2[CH2:10][CH2:11][O:12][CH:7]([C:5]([N:4]([CH2:2][CH3:3])[CH2:19][CH3:20])=[O:6])[CH2:8]2)[CH2:14][CH2:15]1)=[O:28], predict the reactants needed to synthesize it. The reactants are: Cl.[CH2:2]([N:4]([CH2:19][CH3:20])[C:5]([CH:7]1[O:12][CH2:11][CH2:10][N:9]([CH:13]2[CH2:18][CH2:17][NH:16][CH2:15][CH2:14]2)[CH2:8]1)=[O:6])[CH3:3].[NH2:21][C:22]1[S:23][C:24]2[CH:33]=[CH:32][CH:31]=[CH:30][C:25]=2[C:26]=1[C:27](O)=[O:28].